Dataset: Full USPTO retrosynthesis dataset with 1.9M reactions from patents (1976-2016). Task: Predict the reactants needed to synthesize the given product. (1) Given the product [CH3:31][O:30][C:29]1[CH:24]=[CH:25][C:26]([CH2:32][CH2:33][C:34]([OH:36])=[O:35])=[CH:27][C:28]=1[O:12][CH2:11][CH2:10][CH2:9][C:8]1[C:4]([CH2:1][CH2:2][CH3:3])=[N:5][N:6]([C:13]2[CH:18]=[CH:17][C:16]([C:19]([F:21])([F:20])[F:22])=[CH:15][N:14]=2)[CH:7]=1, predict the reactants needed to synthesize it. The reactants are: [CH2:1]([C:4]1[C:8]([CH2:9][CH2:10][CH2:11][OH:12])=[CH:7][N:6]([C:13]2[CH:18]=[CH:17][C:16]([C:19]([F:22])([F:21])[F:20])=[CH:15][N:14]=2)[N:5]=1)[CH2:2][CH3:3].O[C:24]1[CH:25]=[C:26]([CH2:32][CH2:33][C:34]([O:36]CC)=[O:35])[CH:27]=[CH:28][C:29]=1[O:30][CH3:31].C(P(CCCC)CCCC)CCC.N(C(N1CCCCC1)=O)=NC(N1CCCCC1)=O. (2) Given the product [CH2:1]([O:8][C:9]1[C:14](=[O:15])[N:13]=[C:12]([CH2:16][C:17]([CH3:25])([C:19]2[CH:20]=[CH:21][CH:22]=[CH:23][CH:24]=2)[CH3:18])[N:11]2[CH2:33][CH2:32][N:28]([CH:29]([CH3:31])[CH3:30])[C:26](=[O:27])[C:10]=12)[C:2]1[CH:7]=[CH:6][CH:5]=[CH:4][CH:3]=1, predict the reactants needed to synthesize it. The reactants are: [CH2:1]([O:8][C:9]1[C:10]([C:26]([N:28]([CH2:32][CH2:33]O)[CH:29]([CH3:31])[CH3:30])=[O:27])=[N:11][C:12]([CH2:16][C:17]([CH3:25])([C:19]2[CH:24]=[CH:23][CH:22]=[CH:21][CH:20]=2)[CH3:18])=[N:13][C:14]=1[OH:15])[C:2]1[CH:7]=[CH:6][CH:5]=[CH:4][CH:3]=1.C1(P(C2C=CC=CC=2)C2C=CC=CC=2)C=CC=CC=1.N(C(OC(C)C)=O)=NC(OC(C)C)=O. (3) Given the product [Cl:1][C:2]1[CH:16]=[CH:15][C:5]([CH2:6][N:7]2[C:12](=[O:13])[CH:11]=[N:10][N:9]([C:25]3[CH:26]=[C:21]([NH:20][C:17](=[O:19])[CH3:18])[CH:22]=[CH:23][CH:24]=3)[C:8]2=[O:14])=[CH:4][CH:3]=1, predict the reactants needed to synthesize it. The reactants are: [Cl:1][C:2]1[CH:16]=[CH:15][C:5]([CH2:6][N:7]2[C:12](=[O:13])[CH:11]=[N:10][NH:9][C:8]2=[O:14])=[CH:4][CH:3]=1.[C:17]([NH:20][C:21]1[CH:22]=[C:23](B(O)O)[CH:24]=[CH:25][CH:26]=1)(=[O:19])[CH3:18].N1C=CC=CC=1. (4) Given the product [CH3:6][N:7]([CH3:12])[S:8]([CH2:11][C:13]1([NH:19][S:20]([C:22]([CH3:25])([CH3:24])[CH3:23])=[O:21])[CH2:18][CH2:17][CH2:16][CH2:15][CH2:14]1)(=[O:10])=[O:9], predict the reactants needed to synthesize it. The reactants are: C([Li])CCC.[CH3:6][N:7]([CH3:12])[S:8]([CH3:11])(=[O:10])=[O:9].[C:13]1(=[N:19][S:20]([C:22]([CH3:25])([CH3:24])[CH3:23])=[O:21])[CH2:18][CH2:17][CH2:16][CH2:15][CH2:14]1. (5) Given the product [ClH:18].[NH2:7][C:8]([C:11]1[O:15][N:14]=[C:13]([NH2:16])[N:12]=1)([CH3:10])[CH3:9], predict the reactants needed to synthesize it. The reactants are: C(OC(=O)[NH:7][C:8]([C:11]1[O:15][N:14]=[C:13]([NH2:16])[N:12]=1)([CH3:10])[CH3:9])(C)(C)C.[ClH:18].O1CCOCC1.